The task is: Predict the reaction yield, written as a fraction of the theoretical maximum amount of product (1.0 means a 100% yield; for example, 0.34 means a 34% yield).. This data is from Reaction yield outcomes from USPTO patents with 853,638 reactions. (1) The reactants are Br[C:2]1[CH:3]=[C:4]([N:13]([C@H:16]2[CH2:21][CH2:20][C@H:19]([N:22]([C:24]([O:26][C:27]([CH3:30])([CH3:29])[CH3:28])=[O:25])[CH3:23])[CH2:18][CH2:17]2)[CH2:14][CH3:15])[C:5]([CH3:12])=[C:6]([CH:11]=1)[C:7]([O:9][CH3:10])=[O:8].C(NC(C)C)(C)C.[CH2:38]([OH:41])[C:39]#[CH:40]. The catalyst is C1(C)C=CC=CC=1.[Cu]I.Cl[Pd](Cl)([P](C1C=CC=CC=1)(C1C=CC=CC=1)C1C=CC=CC=1)[P](C1C=CC=CC=1)(C1C=CC=CC=1)C1C=CC=CC=1.C1C=CC(P(C2C=CC=CC=2)C2C=CC=CC=2)=CC=1. The product is [C:27]([O:26][C:24]([N:22]([CH3:23])[C@H:19]1[CH2:20][CH2:21][C@H:16]([N:13]([CH2:14][CH3:15])[C:4]2[C:5]([CH3:12])=[C:6]([CH:11]=[C:2]([C:40]#[C:39][CH2:38][OH:41])[CH:3]=2)[C:7]([O:9][CH3:10])=[O:8])[CH2:17][CH2:18]1)=[O:25])([CH3:28])([CH3:29])[CH3:30]. The yield is 0.632. (2) The reactants are [N:1]1([C:7]([C:9]2[S:10][CH:11]=[CH:12][CH:13]=2)=[O:8])[CH2:6][CH2:5][NH:4][CH2:3][CH2:2]1.Cl[C:15]1[C:24]2[C:19](=[CH:20][CH:21]=[C:22]([CH3:25])[CH:23]=2)[NH:18][C:17](=[O:26])[C:16]=1[C:27]#[N:28]. The catalyst is C1(C)C=CC=CC=1. The product is [CH3:25][C:22]1[CH:23]=[C:24]2[C:19](=[CH:20][CH:21]=1)[NH:18][C:17](=[O:26])[C:16]([C:27]#[N:28])=[C:15]2[N:4]1[CH2:5][CH2:6][N:1]([C:7]([C:9]2[S:10][CH:11]=[CH:12][CH:13]=2)=[O:8])[CH2:2][CH2:3]1. The yield is 0.920.